This data is from Catalyst prediction with 721,799 reactions and 888 catalyst types from USPTO. The task is: Predict which catalyst facilitates the given reaction. (1) Reactant: Br[C:2]1[CH:30]=[CH:29][C:5]([C:6]([N:8]([C@@H:16]2[CH2:21][CH2:20][CH2:19][N:18]([C:22]([O:24][C:25]([CH3:28])([CH3:27])[CH3:26])=[O:23])[CH2:17]2)[C:9]2[C:14]([Cl:15])=[CH:13][CH:12]=[CH:11][N:10]=2)=[O:7])=[CH:4][CH:3]=1.[B:31]1([B:31]2[O:35][C:34]([CH3:37])([CH3:36])[C:33]([CH3:39])([CH3:38])[O:32]2)[O:35][C:34]([CH3:37])([CH3:36])[C:33]([CH3:39])([CH3:38])[O:32]1.CC([O-])=O.[K+]. Product: [Cl:15][C:14]1[C:9]([N:8]([C:6](=[O:7])[C:5]2[CH:29]=[CH:30][C:2]([B:31]3[O:35][C:34]([CH3:37])([CH3:36])[C:33]([CH3:39])([CH3:38])[O:32]3)=[CH:3][CH:4]=2)[C@@H:16]2[CH2:21][CH2:20][CH2:19][N:18]([C:22]([O:24][C:25]([CH3:28])([CH3:27])[CH3:26])=[O:23])[CH2:17]2)=[N:10][CH:11]=[CH:12][CH:13]=1. The catalyst class is: 75. (2) Reactant: C(OC([N:8]1[CH2:13][CH2:12][N:11]([C:14]2[CH:19]=[CH:18][C:17]([C:20]([F:23])([F:22])[F:21])=[C:16]([F:24])[CH:15]=2)[CH2:10][CH2:9]1)=O)(C)(C)C.C(Cl)Cl. Product: [F:24][C:16]1[CH:15]=[C:14]([N:11]2[CH2:12][CH2:13][NH:8][CH2:9][CH2:10]2)[CH:19]=[CH:18][C:17]=1[C:20]([F:22])([F:21])[F:23]. The catalyst class is: 330. (3) Reactant: [Cl:1][C:2]1[CH:7]=[C:6]([C:8]([CH3:11])([CH3:10])[CH3:9])[CH:5]=[CH:4][C:3]=1[S:12]([NH:15][C:16]1[CH:20]=[CH:19][S:18][C:17]=1[C:21]([O:23]C)=[O:22])(=[O:14])=[O:13].[OH-].[Li+]. Product: [C:8]([C:6]1[CH:5]=[CH:4][C:3]([S:12]([NH:15][C:16]2[CH:20]=[CH:19][S:18][C:17]=2[C:21]([OH:23])=[O:22])(=[O:13])=[O:14])=[C:2]([Cl:1])[CH:7]=1)([CH3:11])([CH3:9])[CH3:10]. The catalyst class is: 83. (4) Reactant: [C:1]([O:5][C:6]([NH:8][C@H:9]([CH3:14])[CH2:10][C:11]([OH:13])=O)=[O:7])([CH3:4])([CH3:3])[CH3:2].Cl.CN(C)CCCN=C=NCC.ON1C2C=CC=CC=2N=N1.Cl.[CH3:38][NH:39][O:40][CH3:41]. Product: [C:1]([O:5][C:6](=[O:7])[NH:8][C@H:9]([CH3:14])[CH2:10][C:11]([N:39]([O:40][CH3:41])[CH3:38])=[O:13])([CH3:2])([CH3:3])[CH3:4]. The catalyst class is: 556. (5) Reactant: [Br:1][C:2]1[CH:3]=[C:4]([CH:7]=[CH:8][C:9]=1[CH3:10])[CH:5]=O.Cl.[NH2:12][OH:13].C(=O)([O-])[O-].[Na+].[Na+]. Product: [Br:1][C:2]1[CH:3]=[C:4]([CH:7]=[CH:8][C:9]=1[CH3:10])[CH:5]=[N:12][OH:13]. The catalyst class is: 24. (6) Reactant: [CH2:1]([C:8]1[O:12][C:11]([C:13]2[C:22](=[O:23])[C:21]3[C:16](=[CH:17][CH:18]=[C:19]([OH:24])[CH:20]=3)[N:15]([CH2:25][C:26]3[CH:31]=[CH:30][C:29]([Cl:32])=[CH:28][CH:27]=3)[CH:14]=2)=[N:10][CH:9]=1)[C:2]1[CH:7]=[CH:6][CH:5]=[CH:4][CH:3]=1.[C:33]([O-])([O-])=O.[K+].[K+].Cl[CH2:40][CH2:41][N:42]1[CH2:47][CH2:46][O:45][CH2:44][CH2:43]1. Product: [CH2:1]([C:8]1[O:12][C:11]([C:13]2[C:22](=[O:23])[C:21]3[C:16](=[CH:17][CH:18]=[C:19]([O:24][CH2:33][CH2:40][CH2:41][N:42]4[CH2:47][CH2:46][O:45][CH2:44][CH2:43]4)[CH:20]=3)[N:15]([CH2:25][C:26]3[CH:31]=[CH:30][C:29]([Cl:32])=[CH:28][CH:27]=3)[CH:14]=2)=[N:10][CH:9]=1)[C:2]1[CH:7]=[CH:6][CH:5]=[CH:4][CH:3]=1. The catalyst class is: 3. (7) Reactant: Cl[C:2]1[C:3]([NH2:11])=[C:4]2[C:8](=[CH:9][CH:10]=1)[NH:7][N:6]=[CH:5]2.[CH3:12]O. Product: [CH3:12][C:2]1[C:3]([NH2:11])=[C:4]2[C:8](=[CH:9][CH:10]=1)[NH:7][N:6]=[CH:5]2. The catalyst class is: 45. (8) Reactant: C([NH:8][CH2:9][CH2:10][C@H:11]([NH:31][C:32](=[O:38])[O:33][C:34]([CH3:37])([CH3:36])[CH3:35])[CH2:12][O:13][Si:14]([C:27]([CH3:30])([CH3:29])[CH3:28])([C:21]1[CH:26]=[CH:25][CH:24]=[CH:23][CH:22]=1)[C:15]1[CH:20]=[CH:19][CH:18]=[CH:17][CH:16]=1)C1C=CC=CC=1.C([O-])=O.[NH4+]. Product: [NH2:8][CH2:9][CH2:10][C@H:11]([NH:31][C:32](=[O:38])[O:33][C:34]([CH3:37])([CH3:36])[CH3:35])[CH2:12][O:13][Si:14]([C:27]([CH3:30])([CH3:28])[CH3:29])([C:15]1[CH:20]=[CH:19][CH:18]=[CH:17][CH:16]=1)[C:21]1[CH:26]=[CH:25][CH:24]=[CH:23][CH:22]=1. The catalyst class is: 105. (9) The catalyst class is: 5. Product: [CH:23]1([N:22]([CH3:21])[C:2]2[C:3]3[C:16]4[CH2:17][CH2:18][CH2:19][CH2:20][C:15]=4[S:14][C:4]=3[N:5]=[C:6]([CH2:8][C:9]([O:11][CH2:12][CH3:13])=[O:10])[N:7]=2)[CH2:25][CH2:24]1. Reactant: Cl[C:2]1[C:3]2[C:16]3[CH2:17][CH2:18][CH2:19][CH2:20][C:15]=3[S:14][C:4]=2[N:5]=[C:6]([CH2:8][C:9]([O:11][CH2:12][CH3:13])=[O:10])[N:7]=1.[CH3:21][NH:22][CH:23]1[CH2:25][CH2:24]1.C(N(CC)CC)C.